Predict the reaction yield, written as a fraction of the theoretical maximum amount of product (1.0 means a 100% yield; for example, 0.34 means a 34% yield). From a dataset of Reaction yield outcomes from USPTO patents with 853,638 reactions. (1) The reactants are [C:1]([C:9]1[CH:14]=[C:13]([Cl:15])[CH:12]=[CH:11][C:10]=1[NH:16][C:17](N1C=CN=C1)=[O:18])(=[O:8])[C:2]1[CH:7]=[CH:6][CH:5]=[CH:4][CH:3]=1.[F:24][C:25]([F:29])([F:28])[CH2:26][NH2:27]. The catalyst is C1COCC1. The product is [Cl:15][C:13]1[CH:14]=[C:9]2[C:10](=[CH:11][CH:12]=1)[NH:16][C:17](=[O:18])[N:27]([CH2:26][C:25]([F:29])([F:28])[F:24])[C:1]2([OH:8])[C:2]1[CH:3]=[CH:4][CH:5]=[CH:6][CH:7]=1. The yield is 0.824. (2) The reactants are [NH2:1][C:2]1[CH:3]=[C:4]([NH:16][S:17]([C:20]2[CH:25]=[CH:24][CH:23]=[CH:22][CH:21]=2)(=[O:19])=[O:18])[CH:5]=[CH:6][C:7]=1[NH:8][CH2:9][CH:10]1[CH2:15][CH2:14][CH2:13][CH2:12][CH2:11]1.[CH3:26][C:27]([CH3:33])([CH2:31][CH3:32])[C:28](O)=O.C(N(C(C)C)CC)(C)C.CN(C(ON1N=NC2C=CC=NC1=2)=[N+](C)C)C.F[P-](F)(F)(F)(F)F. The catalyst is CN(C=O)C. The product is [CH:10]1([CH2:9][N:8]2[C:7]3[CH:6]=[CH:5][C:4]([NH:16][S:17]([C:20]4[CH:21]=[CH:22][CH:23]=[CH:24][CH:25]=4)(=[O:19])=[O:18])=[CH:3][C:2]=3[N:1]=[C:26]2[C:27]([CH3:33])([CH3:28])[CH2:31][CH3:32])[CH2:11][CH2:12][CH2:13][CH2:14][CH2:15]1. The yield is 0.140. (3) The reactants are Br[C:2]1[C:8]([C:9]([F:12])([F:11])[F:10])=[CH:7][C:5]([NH2:6])=[CH:4][C:3]=1[Cl:13].C(=O)([O-])[O-].[Na+].[Na+].CC1(C)C(C)(C)OB([C:28]2[CH:33]=[CH:32][C:31]([S:34]([CH:37]3[CH2:42][CH2:41][N:40]([C:43]([O:45][C:46]([CH3:49])([CH3:48])[CH3:47])=[O:44])[CH2:39][CH2:38]3)(=[O:36])=[O:35])=[CH:30][CH:29]=2)O1.O. The catalyst is C(COC)OC.C1C=CC([P]([Pd]([P](C2C=CC=CC=2)(C2C=CC=CC=2)C2C=CC=CC=2)([P](C2C=CC=CC=2)(C2C=CC=CC=2)C2C=CC=CC=2)[P](C2C=CC=CC=2)(C2C=CC=CC=2)C2C=CC=CC=2)(C2C=CC=CC=2)C2C=CC=CC=2)=CC=1. The product is [NH2:6][C:5]1[CH:7]=[C:8]([C:9]([F:12])([F:11])[F:10])[C:2]([C:28]2[CH:33]=[CH:32][C:31]([S:34]([CH:37]3[CH2:38][CH2:39][N:40]([C:43]([O:45][C:46]([CH3:49])([CH3:48])[CH3:47])=[O:44])[CH2:41][CH2:42]3)(=[O:36])=[O:35])=[CH:30][CH:29]=2)=[C:3]([Cl:13])[CH:4]=1. The yield is 0.600. (4) The reactants are [OH-].[Na+].[CH2:3]([O:10][C:11]([N:13]1[CH2:17][C:16](=[CH2:18])[CH2:15][NH:14]1)=[O:12])[C:4]1[CH:9]=[CH:8][CH:7]=[CH:6][CH:5]=1.[F:19][C:20]1[CH:25]=[CH:24][C:23]([CH2:26][C:27](Cl)=[O:28])=[CH:22][CH:21]=1. The catalyst is O.C(Cl)Cl.O. The product is [CH2:3]([O:10][C:11]([N:13]1[CH2:17][C:16](=[CH2:18])[CH2:15][N:14]1[C:27](=[O:28])[CH2:26][C:23]1[CH:24]=[CH:25][C:20]([F:19])=[CH:21][CH:22]=1)=[O:12])[C:4]1[CH:5]=[CH:6][CH:7]=[CH:8][CH:9]=1. The yield is 0.620. (5) The reactants are Br[CH2:2][C:3]1[C:4]([CH3:9])=[N:5][O:6][C:7]=1[CH3:8].[CH3:10][C:11]1[N:16]=[C:15]([SH:17])[N:14]=[C:13]([OH:18])[CH:12]=1.C(N(CC)CC)C. The catalyst is C(O)C. The product is [CH3:9][C:4]1[C:3]([CH2:2][S:17][C:15]2[N:14]=[C:13]([OH:18])[CH:12]=[C:11]([CH3:10])[N:16]=2)=[C:7]([CH3:8])[O:6][N:5]=1. The yield is 0.720. (6) The reactants are [CH3:1][C:2]1[N:3]=[C:4]([C:7]2([N:13]([C:17]3[CH:22]=[CH:21][CH:20]=[CH:19][CH:18]=3)[C:14](=[O:16])[CH3:15])[CH2:12][CH2:11][NH:10][CH2:9][CH2:8]2)[S:5][CH:6]=1.C(=O)([O-])[O-].[K+].[K+].[CH:29]1([CH2:32]Br)[CH2:31][CH2:30]1.C(OCC)(=O)C. The catalyst is CN(C)C=O. The product is [CH:29]1([CH2:32][N:10]2[CH2:11][CH2:12][C:7]([N:13]([C:17]3[CH:18]=[CH:19][CH:20]=[CH:21][CH:22]=3)[C:14](=[O:16])[CH3:15])([C:4]3[S:5][CH:6]=[C:2]([CH3:1])[N:3]=3)[CH2:8][CH2:9]2)[CH2:31][CH2:30]1. The yield is 0.300. (7) The reactants are BrC1C=CC2N[C:7]3[C:12]([O:13]C=2C=1)=[CH:11][C:10](Br)=[CH:9][CH:8]=3.B1(B2[O:30][C:29]([CH3:32])(C)[C:28]([CH3:34])([CH3:33])O2)O[C:28]([CH3:34])([CH3:33])[C:29](C)([CH3:32])[O:30]1.[C:35]([O-])(=[O:37])[CH3:36].[K+].CN(C=[O:44])C. The catalyst is C1C=CC(P(C2C=CC=CC=2)[C-]2C=CC=C2)=CC=1.C1C=CC(P(C2C=CC=CC=2)[C-]2C=CC=C2)=CC=1.Cl[Pd]Cl.[Fe+2]. The product is [OH:13][C:12]1[CH:11]=[CH:10][C:9]2[C:34](=[O:44])[C:28]3[C:29]([O:30][C:8]=2[CH:7]=1)=[CH:32][C:35]([OH:37])=[CH:36][CH:33]=3. The yield is 0.690.